From a dataset of Forward reaction prediction with 1.9M reactions from USPTO patents (1976-2016). Predict the product of the given reaction. (1) Given the reactants [F:1][C:2]1[CH:7]=[CH:6][CH:5]=[CH:4][C:3]=1[C:8]1[N:9]=[N:10][N:11]2[C:20]3[C:15](=[CH:16][CH:17]=[CH:18][CH:19]=3)[C:14](OS(C3C=CC(C)=CC=3)(=O)=O)=[N:13][C:12]=12.C(N(CC)CC)C.[NH:39]1[CH2:44][CH2:43][O:42][CH2:41][CH2:40]1.ClCCl, predict the reaction product. The product is: [F:1][C:2]1[CH:7]=[CH:6][CH:5]=[CH:4][C:3]=1[C:8]1[N:9]=[N:10][N:11]2[C:20]3[C:15](=[CH:16][CH:17]=[CH:18][CH:19]=3)[C:14]([N:39]3[CH2:44][CH2:43][O:42][CH2:41][CH2:40]3)=[N:13][C:12]=12. (2) Given the reactants C([O:4][C:5]1[N:6]=[C:7]([Cl:15])[C:8]2[C:13]([CH:14]=1)=[CH:12][CH:11]=[CH:10][CH:9]=2)C=C.CCO[C:19]([CH3:21])=O.O.[CH3:23]OCCOCCOC, predict the reaction product. The product is: [CH2:23]([C:14]1[C:13]2[C:8](=[CH:9][CH:10]=[CH:11][CH:12]=2)[C:7]([Cl:15])=[N:6][C:5]=1[OH:4])[CH:19]=[CH2:21]. (3) Given the reactants [CH3:1][NH:2][C:3]1[CH:8]=[CH:7][N:6]=[CH:5][C:4]=1[N+:9]([O-])=O.[H][H], predict the reaction product. The product is: [CH3:1][NH:2][C:3]1[CH:8]=[CH:7][N:6]=[CH:5][C:4]=1[NH2:9]. (4) The product is: [F:8][C:4]1[CH:5]=[CH:6][CH:7]=[C:2]([F:1])[C:3]=1[CH:9]1[NH:14][C:13]2[CH:15]=[CH:16][C:17]([C:31]3[N:32]=[C:33]([C:35]4[CH:36]=[N:37][CH:38]=[CH:39][CH:40]=4)[S:34][C:30]=3[CH2:28][CH3:29])=[CH:18][C:12]=2[O:11][CH2:10]1. Given the reactants [F:1][C:2]1[CH:7]=[CH:6][CH:5]=[C:4]([F:8])[C:3]=1[CH:9]1[NH:14][C:13]2[CH:15]=[CH:16][C:17](B3OC(C)(C)C(C)(C)O3)=[CH:18][C:12]=2[O:11][CH2:10]1.[CH2:28]([C:30]1[S:34][C:33]([C:35]2[CH:36]=[N:37][CH:38]=[CH:39][CH:40]=2)=[N:32][C:31]=1OS(C(F)(F)F)(=O)=O)[CH3:29], predict the reaction product. (5) The product is: [F:1][C:2]([F:13])([S:9]([O:19][N:20]1[C:24](=[O:25])[C:23]2[C:22](=[CH:29][CH:28]=[CH:27][CH:26]=2)[C:21]1=[O:30])(=[O:11])=[O:10])[C:3]([F:8])([F:7])[CH2:4][CH2:5][OH:6]. Given the reactants [F:1][C:2]([F:13])([S:9](Cl)(=[O:11])=[O:10])[C:3]([F:8])([F:7])[CH2:4][CH2:5][OH:6].C(=O)([O-])O.[Na+].[OH:19][N:20]1[C:24](=[O:25])[C:23]2=[CH:26][CH:27]=[CH:28][CH:29]=[C:22]2[C:21]1=[O:30].O, predict the reaction product. (6) The product is: [CH3:34][O:4][C:1]([N:2]1[C:13]2[C:14](=[C:9]([NH:8][C:23]([O:22][N:19]3[C:20](=[O:21])[CH2:15][CH2:16][C:17]3=[O:18])=[O:24])[CH:10]=[CH:11][CH:12]=2)[CH:6]=[N:7]1)=[O:3]. Given the reactants [C:1](=[O:4])([OH:3])[NH2:2].N[C:6]1[C:14]2[C:9](=[CH:10][CH:11]=[CH:12][CH:13]=2)[NH:8][N:7]=1.[CH2:15]1[C:20](=[O:21])[N:19]([O:22][C:23](ON2C(=O)CCC2=O)=[O:24])[C:17](=[O:18])[CH2:16]1.N1C=CC=C[CH:34]=1, predict the reaction product. (7) The product is: [Cl:1][C:2]1[CH:19]=[CH:18][C:17]([C:20]2[CH:24]=[N:23][NH:22][CH:21]=2)=[CH:16][C:3]=1[C:4]([NH:6][CH2:7][CH2:8][C:9]1[CH:14]=[CH:13][CH:12]=[CH:11][C:10]=1[Cl:15])=[O:5]. Given the reactants [Cl:1][C:2]1[CH:19]=[CH:18][C:17]([C:20]2[CH:21]=[N:22][N:23](CC3C=CC(OC)=CC=3)[CH:24]=2)=[CH:16][C:3]=1[C:4]([NH:6][CH2:7][CH2:8][C:9]1[CH:14]=[CH:13][CH:12]=[CH:11][C:10]=1[Cl:15])=[O:5].FC(F)(F)C(O)=O.C1(OC)C=CC=CC=1, predict the reaction product. (8) The product is: [N:48]([CH2:2][CH:3]1[CH2:8][CH2:7][C:6]2[C:9]3[C:14]([NH:15][C:16]4[CH:25]=[CH:24][C:19]5[NH:20][C:21](=[O:23])[S:22][C:18]=5[CH:17]=4)=[N:13][CH:12]=[N:11][C:10]=3[S:26][C:5]=2[CH2:4]1)=[N+:49]=[N-:50]. Given the reactants O[CH2:2][CH:3]1[CH2:8][CH2:7][C:6]2[C:9]3[C:14]([NH:15][C:16]4[CH:25]=[CH:24][C:19]5[NH:20][C:21](=[O:23])[S:22][C:18]=5[CH:17]=4)=[N:13][CH:12]=[N:11][C:10]=3[S:26][C:5]=2[CH2:4]1.O1CCCC1.P([N:48]=[N+:49]=[N-:50])(=O)(OC1C=CC=CC=1)OC1C=CC=CC=1.N1CCCN2CCCCCC=12, predict the reaction product.